From a dataset of Catalyst prediction with 721,799 reactions and 888 catalyst types from USPTO. Predict which catalyst facilitates the given reaction. Reactant: [OH-].[Na+].[F:3][C:4]1[CH:5]=[C:6](/[CH:31]=[CH:32]/[C:33]([O:35]C)=[O:34])[CH:7]=[C:8]([F:30])[C:9]=1[CH:10]1[C:15]2[NH:16][C:17]3[C:22]([C:14]=2[CH2:13][C:12]([CH3:24])([CH3:23])[N:11]1[CH2:25][C@H:26]([CH3:29])[CH2:27][F:28])=[CH:21][CH:20]=[CH:19][CH:18]=3.CO.Cl. Product: [F:30][C:8]1[CH:7]=[C:6](/[CH:31]=[CH:32]/[C:33]([OH:35])=[O:34])[CH:5]=[C:4]([F:3])[C:9]=1[CH:10]1[C:15]2[NH:16][C:17]3[C:22]([C:14]=2[CH2:13][C:12]([CH3:23])([CH3:24])[N:11]1[CH2:25][C@H:26]([CH3:29])[CH2:27][F:28])=[CH:21][CH:20]=[CH:19][CH:18]=3. The catalyst class is: 20.